Task: Predict the reaction yield, written as a fraction of the theoretical maximum amount of product (1.0 means a 100% yield; for example, 0.34 means a 34% yield).. Dataset: Reaction yield outcomes from USPTO patents with 853,638 reactions (1) The reactants are [CH2:1]([O:3][C:4]([C:6]1[NH:7][CH:8]=[C:9]([CH2:11][NH:12][C:13]2[CH:18]=[CH:17][C:16]([Cl:19])=[CH:15][CH:14]=2)[CH:10]=1)=[O:5])[CH3:2].C(N(CC)C(C)C)(C)C.[C:29](Cl)(=[O:31])[CH3:30]. The catalyst is C(Cl)Cl. The product is [CH2:1]([O:3][C:4]([C:6]1[NH:7][CH:8]=[C:9]([CH2:11][N:12]([C:29](=[O:31])[CH3:30])[C:13]2[CH:14]=[CH:15][C:16]([Cl:19])=[CH:17][CH:18]=2)[CH:10]=1)=[O:5])[CH3:2]. The yield is 0.820. (2) The reactants are [C:1]([N:5]1[CH2:10][CH2:9][N:8]([C:11]2[C:20]3[C:15](=[C:16]([F:30])[C:17]([C:22]4[C:27]([OH:28])=[CH:26][CH:25]=[CH:24][C:23]=4[F:29])=[C:18]([Cl:21])[CH:19]=3)[N:14]=[CH:13][C:12]=2[C:31]([NH2:33])=O)[CH2:7][CH2:6]1)(=[O:4])[CH:2]=[CH2:3].C(OC(C(F)(F)F)=O)(C(F)(F)F)=O.C([O-])(O)=O.[Na+]. The catalyst is ClCCl. The product is [C:1]([N:5]1[CH2:10][CH2:9][N:8]([C:11]2[C:20]3[C:15](=[C:16]([F:30])[C:17]([C:22]4[C:27]([OH:28])=[CH:26][CH:25]=[CH:24][C:23]=4[F:29])=[C:18]([Cl:21])[CH:19]=3)[N:14]=[CH:13][C:12]=2[C:31]#[N:33])[CH2:7][CH2:6]1)(=[O:4])[CH:2]=[CH2:3]. The yield is 0.260. (3) The reactants are [Cl:1][C:2]1[CH:7]=[CH:6][C:5]([O:8][C:9]2[CH:14]=[CH:13][C:12]([CH2:15][CH2:16][O:17][C:18]3[NH:19][CH:20]=[C:21]([CH2:25][C:26]4[CH:27]=[N:28][CH:29]=[N:30][CH:31]=4)[C:22](=[O:24])[N:23]=3)=[CH:11][C:10]=2[F:32])=[CH:4][C:3]=1[C:33]([F:36])([F:35])[F:34].[CH3:37]CN(C(C)C)C(C)C.CI. The catalyst is C(Cl)Cl. The product is [Cl:1][C:2]1[CH:7]=[CH:6][C:5]([O:8][C:9]2[CH:14]=[CH:13][C:12]([CH2:15][CH2:16][O:17][C:18]3[N:19]([CH3:37])[CH:20]=[C:21]([CH2:25][C:26]4[CH:31]=[N:30][CH:29]=[N:28][CH:27]=4)[C:22](=[O:24])[N:23]=3)=[CH:11][C:10]=2[F:32])=[CH:4][C:3]=1[C:33]([F:35])([F:36])[F:34]. The yield is 0.183. (4) The reactants are [NH:1]([C:3]1[CH:8]=[CH:7][CH:6]=[CH:5][N:4]=1)[NH2:2].O=[C:10]1[CH2:14][S:13][CH2:12][CH:11]1[C:15](OC)=[O:16].[Na].C(O)(=O)C. The catalyst is CO.O. The product is [N:4]1[CH:5]=[CH:6][CH:7]=[CH:8][C:3]=1[N:1]1[C:15](=[O:16])[C:11]2[CH2:12][S:13][CH2:14][C:10]=2[NH:2]1. The yield is 0.560. (5) The reactants are [CH3:1][C:2]1[CH2:7][CH2:6][C@@H:5]([C:8](Cl)=[O:9])[CH2:4][CH:3]=1.[CH3:11][O:12][C:13]([C:15]1[S:16][C:17]([C:31]#[C:32][C:33]([CH3:36])([CH3:35])[CH3:34])=[CH:18][C:19]=1[NH:20][CH:21]1[CH2:30][CH2:29][C:24]2([O:28][CH2:27][CH2:26][O:25]2)[CH2:23][CH2:22]1)=[O:14].[O-]P([O-])([O-])=O.[K+].[K+].[K+].CCOC(C)=O. The catalyst is ClC(Cl)C. The product is [CH3:11][O:12][C:13]([C:15]1[S:16][C:17]([C:31]#[C:32][C:33]([CH3:36])([CH3:35])[CH3:34])=[CH:18][C:19]=1[N:20]([CH:21]1[CH2:30][CH2:29][C:24]2([O:28][CH2:27][CH2:26][O:25]2)[CH2:23][CH2:22]1)[C:8]([C@@H:5]1[CH2:6][CH2:7][C:2]([CH3:1])=[CH:3][CH2:4]1)=[O:9])=[O:14]. The yield is 0.670. (6) The reactants are [OH:1][C:2]1[CH:7]=[CH:6][C:5]([C:8](=[O:10])[CH3:9])=[C:4]([CH3:11])[CH:3]=1.C(=O)([O-])[O-].[K+].[K+].[CH:18](I)([CH3:20])[CH3:19]. The product is [CH:18]([O:1][C:2]1[CH:7]=[CH:6][C:5]([C:8](=[O:10])[CH3:9])=[C:4]([CH3:11])[CH:3]=1)([CH3:20])[CH3:19]. The yield is 0.620. The catalyst is CN(C)C=O. (7) The reactants are [NH2:1][C:2]1[N:7]=[C:6]([Cl:8])[C:5]([NH:9]C=O)=[C:4]([Cl:12])[N:3]=1.C(O)C. The catalyst is Cl. The product is [NH2:1][C:2]1[N:7]=[C:6]([Cl:8])[C:5]([NH2:9])=[C:4]([Cl:12])[N:3]=1. The yield is 0.650. (8) The reactants are [S-:1][C:2]#[N:3].[K+].[Cl:5][C:6]1[N:11]=[C:10](Cl)[C:9]([N+:13]([O-:15])=[O:14])=[CH:8][N:7]=1. The catalyst is C(O)(=O)C.O. The product is [Cl:5][C:6]1[N:11]=[C:10]([S:1][C:2]#[N:3])[C:9]([N+:13]([O-:15])=[O:14])=[CH:8][N:7]=1. The yield is 0.630. (9) The reactants are [F:1][C:2]([F:6])([F:5])[CH2:3][NH2:4].[Cl:7][C:8]1[CH:9]=[C:10]2[C:14](=[CH:15][CH:16]=1)[N:13]([C:17]1[N:21]([CH3:22])[N:20]=[C:19]([CH3:23])[C:18]=1[CH2:24][CH2:25][S:26]([NH2:29])(=[O:28])=[O:27])[CH:12]=[CH:11]2.N12CCCN=C1CCCCC2.[Cl-].[NH4+].CN(C)[CH:45]=[O:46]. The catalyst is CN(C)C1C=CN=CC=1. The product is [Cl:7][C:8]1[CH:9]=[C:10]2[C:14](=[CH:15][CH:16]=1)[N:13]([C:17]1[N:21]([CH3:22])[N:20]=[C:19]([CH3:23])[C:18]=1[CH2:24][CH2:25][S:26]([NH:29][C:45]([NH:4][CH2:3][C:2]([F:6])([F:5])[F:1])=[O:46])(=[O:28])=[O:27])[CH:12]=[CH:11]2. The yield is 0.380. (10) The reactants are [C:1]([C:3]1[CH:4]=[C:5]([N:9]2[CH2:18][C@H:17]3[N:13]([CH2:14][CH2:15][CH2:16]3)[C:12]3[N:19]=[C:20]([S:23][CH3:24])[N:21]=[CH:22][C:11]=3[C:10]2=[O:25])[CH:6]=[CH:7][CH:8]=1)#[N:2].Cl.[NH2:27][OH:28].[CH:29](N(CC)C(C)C)([CH3:31])[CH3:30].C(Cl)(=O)CC. The catalyst is C(O)C.C(OCC)(=O)C. The product is [CH2:29]([C:31]1[O:28][N:27]=[C:1]([C:3]2[CH:4]=[C:5]([N:9]3[CH2:18][C@H:17]4[N:13]([CH2:14][CH2:15][CH2:16]4)[C:12]4[N:19]=[C:20]([S:23][CH3:24])[N:21]=[CH:22][C:11]=4[C:10]3=[O:25])[CH:6]=[CH:7][CH:8]=2)[N:2]=1)[CH3:30]. The yield is 0.700.